Task: Predict which catalyst facilitates the given reaction.. Dataset: Catalyst prediction with 721,799 reactions and 888 catalyst types from USPTO (1) Reactant: Br[C:2]1[C:3]([C:12]([O:14]C)=[O:13])=[CH:4][C:5]2[O:10][CH2:9][CH2:8][O:7][C:6]=2[CH:11]=1.[CH3:16][O-:17].[Na+]. Product: [CH3:16][O:17][C:2]1[C:3]([C:12]([OH:14])=[O:13])=[CH:4][C:5]2[O:10][CH2:9][CH2:8][O:7][C:6]=2[CH:11]=1. The catalyst class is: 18. (2) Reactant: [OH:1][C:2]1[CH:10]=[CH:9][C:5]([CH2:6][C:7]#[N:8])=[CH:4][CH:3]=1.Br[CH2:12][CH2:13][CH2:14][CH2:15][CH2:16][CH2:17][CH2:18]Br.[C:20](=[O:23])([O-])[O-].[K+].[K+]. Product: [C:7]([CH2:6][C:5]1[CH:9]=[CH:10][C:2]([O:1][CH2:12][CH2:13][CH2:14][CH2:15][CH2:16][CH2:17][CH2:18][O:23][C:20]2[CH:10]=[CH:9][C:5]([CH2:6][C:7]#[N:8])=[CH:4][CH:3]=2)=[CH:3][CH:4]=1)#[N:8]. The catalyst class is: 18.